Dataset: Reaction yield outcomes from USPTO patents with 853,638 reactions. Task: Predict the reaction yield, written as a fraction of the theoretical maximum amount of product (1.0 means a 100% yield; for example, 0.34 means a 34% yield). (1) The reactants are Cl.[CH3:2][N:3]1[CH:7]=[C:6]([C:8]2[CH:13]=[CH:12][C:11]([C:14]3[C:23]4[C:18](=[CH:19][CH:20]=[C:21]([C:24](O)=[O:25])[CH:22]=4)[CH:17]=[N:16][CH:15]=3)=[CH:10][CH:9]=2)[CH:5]=[N:4]1.CN(C(ON1N=NC2C=CC=NC1=2)=[N+](C)C)C.F[P-](F)(F)(F)(F)F.[N:51]1([C:57]([O:59][C:60]([CH3:63])([CH3:62])[CH3:61])=[O:58])[CH2:56][CH2:55][NH:54][CH2:53][CH2:52]1.CCN(C(C)C)C(C)C. The catalyst is CN(C=O)C. The product is [CH3:2][N:3]1[CH:7]=[C:6]([C:8]2[CH:13]=[CH:12][C:11]([C:14]3[C:23]4[C:18](=[CH:19][CH:20]=[C:21]([C:24]([N:54]5[CH2:55][CH2:56][N:51]([C:57]([O:59][C:60]([CH3:63])([CH3:62])[CH3:61])=[O:58])[CH2:52][CH2:53]5)=[O:25])[CH:22]=4)[CH:17]=[N:16][CH:15]=3)=[CH:10][CH:9]=2)[CH:5]=[N:4]1. The yield is 0.600. (2) The reactants are [O:1]=[C:2]1[NH:6][CH:5]2[C:7]3[C:12]([CH2:13][CH:4]2[CH2:3]1)=[CH:11][CH:10]=[C:9]([C:14]([O:16][CH3:17])=[O:15])[CH:8]=3.CN(C1C=CC=CN=1)C.C(N(CC)CC)C.[C:34](O[C:34]([O:36][C:37]([CH3:40])([CH3:39])[CH3:38])=[O:35])([O:36][C:37]([CH3:40])([CH3:39])[CH3:38])=[O:35]. The catalyst is C(#N)C.C(OCC)(=O)C. The product is [O:1]=[C:2]1[N:6]([C:34]([O:36][C:37]([CH3:40])([CH3:39])[CH3:38])=[O:35])[CH:5]2[C:7]3[C:12]([CH2:13][CH:4]2[CH2:3]1)=[CH:11][CH:10]=[C:9]([C:14]([O:16][CH3:17])=[O:15])[CH:8]=3. The yield is 0.920. (3) The reactants are [NH:1]1[CH:5]=[C:4]([C:6]2[C:7]3[CH:14]=[CH:13][N:12]([CH2:15][O:16][CH2:17][CH2:18][Si:19]([CH3:22])([CH3:21])[CH3:20])[C:8]=3[N:9]=[CH:10][N:11]=2)[CH:3]=[N:2]1.C(#N)C.C1CCN2C(=NCCC2)CC1.[C:37]([O:46][CH3:47])(=[O:45])/[CH:38]=[CH:39]/[CH2:40][C:41]([O:43][CH3:44])=[O:42]. The catalyst is C(OCC)(=O)C. The product is [CH3:20][Si:19]([CH3:22])([CH3:21])[CH2:18][CH2:17][O:16][CH2:15][N:12]1[C:8]2[N:9]=[CH:10][N:11]=[C:6]([C:4]3[CH:5]=[N:1][N:2]([CH:39]([CH2:40][C:41]([O:43][CH3:44])=[O:42])[CH2:38][C:37]([O:46][CH3:47])=[O:45])[CH:3]=3)[C:7]=2[CH:14]=[CH:13]1. The yield is 0.640. (4) The reactants are [C:1]1([C:7]2[CH:12]=[CH:11][CH:10]=[C:9]([C:13]3[N:14]=[N:15]NN=3)[N:8]=2)[CH:6]=[CH:5][CH:4]=[CH:3][CH:2]=1.[C:18](Cl)(=[O:28])[C:19]1[CH:27]=[CH:26][C:22]([C:23](Cl)=[O:24])=[CH:21][CH:20]=1.O.[OH-].[Na+]. The catalyst is N1C=CC=CC=1. The product is [C:1]1([C:7]2[CH:12]=[CH:11][CH:10]=[C:9]([C:13]3[O:28][C:18]([C:19]4[CH:27]=[CH:26][C:22]([C:23]5[O:24][C:13]([C:9]6[N:8]=[C:7]([C:1]7[CH:2]=[CH:3][CH:4]=[CH:5][CH:6]=7)[CH:12]=[CH:11][CH:10]=6)=[N:14][N:15]=5)=[CH:21][CH:20]=4)=[N:15][N:14]=3)[N:8]=2)[CH:2]=[CH:3][CH:4]=[CH:5][CH:6]=1. The yield is 0.580. (5) The reactants are C(O)C.[OH-].[Na+].C(O)(=O)C.O.C([O:13][C:14](=[O:27])[CH2:15][C:16]1[CH:21]=[C:20]([Cl:22])[C:19]([N+:23]([O-:25])=[O:24])=[CH:18][C:17]=1[Cl:26])C. No catalyst specified. The product is [Cl:26][C:17]1[CH:18]=[C:19]([N+:23]([O-:25])=[O:24])[C:20]([Cl:22])=[CH:21][C:16]=1[CH2:15][C:14]([OH:27])=[O:13]. The yield is 1.00. (6) The reactants are [CH:1]([C:4]1[CH:9]=[C:8]([CH3:10])[CH:7]=[CH:6][C:5]=1[NH:11][C:12]([NH:14][C:15]([NH:17][CH2:18][C:19]1[CH:24]=[CH:23][C:22]([C:25]2[N:29]=[CH:28][N:27]([C:30]3[CH:35]=[CH:34][C:33]([O:36][C:37]([F:40])([F:39])[F:38])=[CH:32][CH:31]=3)[N:26]=2)=[CH:21][CH:20]=1)=[O:16])=[S:13])([CH3:3])[CH3:2].C([O-])(=O)C.[Na+].Cl[CH2:47][C:48](=O)[CH3:49].C(#N)C. The catalyst is [Cl-].[Na+].O.ClCCl. The product is [CH:1]([C:4]1[CH:9]=[C:8]([CH3:10])[CH:7]=[CH:6][C:5]=1[N:11]1[C:48]([CH3:49])=[CH:47][S:13]/[C:12]/1=[N:14]\[C:15]([NH:17][CH2:18][C:19]1[CH:20]=[CH:21][C:22]([C:25]2[N:29]=[CH:28][N:27]([C:30]3[CH:31]=[CH:32][C:33]([O:36][C:37]([F:40])([F:39])[F:38])=[CH:34][CH:35]=3)[N:26]=2)=[CH:23][CH:24]=1)=[O:16])([CH3:3])[CH3:2]. The yield is 0.210. (7) The yield is 0.960. The product is [CH3:22][Si:21]([N:1]([C:2]1[CH:7]=[N:6][CH:5]=[CH:4][N:3]=1)[Si:21]([CH3:24])([CH3:23])[CH3:22])([CH3:24])[CH3:23]. The catalyst is C1(C)C=CC=CC=1. The reactants are [NH2:1][C:2]1[CH:7]=[N:6][CH:5]=[CH:4][N:3]=1.C(N(CC)CC)C.FC(F)(F)S(O[Si:21]([CH3:24])([CH3:23])[CH3:22])(=O)=O. (8) The reactants are [CH2:1]([O:8][C:9]([NH:11][CH:12]1[CH2:14][C:13]1([O:20][Si](C(C)(C)C)(C)C)[C:15]([O:17][CH2:18][CH3:19])=[O:16])=[O:10])[C:2]1[CH:7]=[CH:6][CH:5]=[CH:4][CH:3]=1.N1C=CC=CC=1. The catalyst is C1COCC1.CCOCC. The product is [CH2:1]([O:8][C:9]([NH:11][CH:12]1[CH2:14][C:13]1([OH:20])[C:15]([O:17][CH2:18][CH3:19])=[O:16])=[O:10])[C:2]1[CH:3]=[CH:4][CH:5]=[CH:6][CH:7]=1. The yield is 0.930. (9) The reactants are [C:1]([O:5][C:6]([N:8]1[C:16]2[C:11](=[CH:12][CH:13]=[CH:14][CH:15]=2)[C:10]([C:17](OC)=[O:18])=[CH:9]1)=[O:7])([CH3:4])([CH3:3])[CH3:2].[H-].C([Al+]CC(C)C)C(C)C.C1(C)C=CC=CC=1.C(O)(=O)CC(CC(O)=O)(C(O)=O)O. The catalyst is O1CCCC1. The product is [C:1]([O:5][C:6]([N:8]1[C:16]2[C:11](=[CH:12][CH:13]=[CH:14][CH:15]=2)[C:10]([CH2:17][OH:18])=[CH:9]1)=[O:7])([CH3:4])([CH3:2])[CH3:3]. The yield is 1.00.